From a dataset of Forward reaction prediction with 1.9M reactions from USPTO patents (1976-2016). Predict the product of the given reaction. Given the reactants [Br:1][C:2]1[C:3]([OH:12])=[C:4]([C:9](=[O:11])[CH3:10])[CH:5]=[C:6]([F:8])[CH:7]=1.[C:13](OCC)(=O)[C:14]([O:16][CH2:17][CH3:18])=[O:15].[O-]CC.[Na+].Cl, predict the reaction product. The product is: [Br:1][C:2]1[CH:7]=[C:6]([F:8])[CH:5]=[C:4]2[C:3]=1[O:12][C:13]([C:14]([O:16][CH2:17][CH3:18])=[O:15])=[CH:10][C:9]2=[O:11].